Dataset: Reaction yield outcomes from USPTO patents with 853,638 reactions. Task: Predict the reaction yield, written as a fraction of the theoretical maximum amount of product (1.0 means a 100% yield; for example, 0.34 means a 34% yield). (1) The reactants are Cl.C([N:9]1[CH2:14][CH2:13][O:12][CH2:11][C@@H:10]1[CH2:15][OH:16])C1C=CC=CC=1.[OH-].[Na+].[C:27](O[C:27]([O:29][C:30]([CH3:33])([CH3:32])[CH3:31])=[O:28])([O:29][C:30]([CH3:33])([CH3:32])[CH3:31])=[O:28]. The catalyst is C(OCC)(=O)C. The product is [C:30]([O:29][C:27]([N:9]1[CH2:14][CH2:13][O:12][CH2:11][C@H:10]1[CH2:15][OH:16])=[O:28])([CH3:31])([CH3:32])[CH3:33]. The yield is 1.00. (2) The reactants are [NH:1]1[CH2:6][CH2:5][CH:4]([CH2:7][O:8][C:9]2[CH:18]=[CH:17][CH:16]=[C:15]3[C:10]=2[C:11]([NH2:20])=[N:12][C:13]([NH2:19])=[N:14]3)[CH2:3][CH2:2]1.[F:21][C:22]1[CH:30]=[C:29]([F:31])[CH:28]=[CH:27][C:23]=1[C:24](Cl)=[O:25]. No catalyst specified. The yield is 0.710. The product is [NH2:19][C:13]1[N:12]=[C:11]([NH2:20])[C:10]2[C:15](=[CH:16][CH:17]=[CH:18][C:9]=2[O:8][CH2:7][CH:4]2[CH2:5][CH2:6][N:1]([C:24]([C:23]3[CH:27]=[CH:28][C:29]([F:31])=[CH:30][C:22]=3[F:21])=[O:25])[CH2:2][CH2:3]2)[N:14]=1.